From a dataset of Reaction yield outcomes from USPTO patents with 853,638 reactions. Predict the reaction yield, written as a fraction of the theoretical maximum amount of product (1.0 means a 100% yield; for example, 0.34 means a 34% yield). (1) The reactants are [N:1]1[CH:6]=[C:5]([CH2:7][NH2:8])[CH:4]=[N:3][CH:2]=1.C[Al](C)C.[Cl:13][C:14]1[CH:15]=[C:16]([CH:21]([C:36]([F:39])([F:38])[F:37])/[CH:22]=[CH:23]/[C:24]2[CH:34]=[CH:33][C:27]([C:28](OCC)=[O:29])=[C:26]([CH3:35])[CH:25]=2)[CH:17]=[C:18]([Cl:20])[CH:19]=1. The catalyst is C(Cl)Cl. The product is [Cl:13][C:14]1[CH:15]=[C:16]([CH:21]([C:36]([F:39])([F:37])[F:38])/[CH:22]=[CH:23]/[C:24]2[CH:34]=[CH:33][C:27]([C:28]([NH:8][CH2:7][C:5]3[CH:6]=[N:1][CH:2]=[N:3][CH:4]=3)=[O:29])=[C:26]([CH3:35])[CH:25]=2)[CH:17]=[C:18]([Cl:20])[CH:19]=1. The yield is 0.550. (2) The reactants are [Si]([O:8][CH:9]([C:22]1[O:23][C:24]([C:27]2[CH:28]=[C:29]([CH:32]=[CH:33][N:34]=2)[C:30]#[N:31])=[CH:25][N:26]=1)[CH2:10][CH2:11][CH2:12][CH2:13][CH2:14][CH2:15][C:16]1[CH:21]=[CH:20][CH:19]=[CH:18][CH:17]=1)(C(C)(C)C)(C)C.[Si](OC(C1OC([Sn](CCCC)(CCCC)CCCC)=CN=1)CCCCCCC1C=CC=CC=1)(C(C)(C)C)(C)C.ClC1C=C(C#N)C=CN=1. No catalyst specified. The product is [C:16]1([CH2:15][CH2:14][CH2:13][CH2:12][CH2:11][CH2:10][C:9]([C:22]2[O:23][C:24]([C:27]3[CH:28]=[C:29]([CH:32]=[CH:33][N:34]=3)[C:30]#[N:31])=[CH:25][N:26]=2)=[O:8])[CH:21]=[CH:20][CH:19]=[CH:18][CH:17]=1. The yield is 0.750. (3) The reactants are [F:1][C:2]1[CH:3]=[C:4]([NH:9][C:10]2[CH:15]=[CH:14][CH:13]=[CH:12][CH:11]=2)[C:5]([NH2:8])=[CH:6][CH:7]=1.[C:16]([O:20][C:21]([NH:23][C@@H:24]([CH2:28][CH3:29])[C:25](O)=O)=[O:22])([CH3:19])([CH3:18])[CH3:17].C1C=NC2N(O)N=NC=2C=1.CN1CCOCC1.Cl.CN(C)CCCN=C=NCC. The catalyst is C(Cl)Cl. The product is [F:1][C:2]1[CH:7]=[CH:6][C:5]2[N:8]=[C:25]([C@@H:24]([NH:23][C:21](=[O:22])[O:20][C:16]([CH3:17])([CH3:19])[CH3:18])[CH2:28][CH3:29])[N:9]([C:10]3[CH:15]=[CH:14][CH:13]=[CH:12][CH:11]=3)[C:4]=2[CH:3]=1. The yield is 0.640. (4) The reactants are NC(N([CH2:13][C:14]1[CH:19]=C[C:17](C)=[CH:16][CH:15]=1)NC(OC(C)(C)C)=O)=O.CC1C=CC(CN(C(OC(C)(C)C)=[O:30])N)=CC=1.C[Si](N=[C:43]=[O:44])(C)C.II.[CH:47]([OH:50])([CH3:49])[CH3:48]. The catalyst is CCCCCCC.CCCCCC.C(OCC)(=O)C. The product is [OH:50][C:47]1[CH:49]=[CH:19][C:14]([CH2:15][CH2:16][CH2:17][C:43]([OH:44])=[O:30])=[CH:13][CH:48]=1. The yield is 0.960. (5) The reactants are [NH:1]1[C:9]2[C:4](=[CH:5][CH:6]=[CH:7][CH:8]=2)[C:3]([C:10]([OH:12])=[O:11])=[CH:2]1.[H-].[Na+].[CH2:15](Br)[C:16]1[CH:21]=[CH:20][CH:19]=[CH:18][CH:17]=1. The catalyst is CN(C=O)C. The product is [CH2:15]([N:1]1[C:9]2[C:4](=[CH:5][CH:6]=[CH:7][CH:8]=2)[C:3]([C:10]([OH:12])=[O:11])=[CH:2]1)[C:16]1[CH:21]=[CH:20][CH:19]=[CH:18][CH:17]=1. The yield is 0.780.